From a dataset of Full USPTO retrosynthesis dataset with 1.9M reactions from patents (1976-2016). Predict the reactants needed to synthesize the given product. (1) Given the product [CH2:15]([N:22]1[CH2:27][CH2:26][N:25]([C:28]2[CH:29]=[CH:30][C:31]([NH:34][C:35]3[N:37]=[C:8]([C:3]4[S:4][C:5]([CH3:7])=[N:6][C:2]=4[CH3:1])[CH:9]=[CH:10][N:36]=3)=[CH:32][CH:33]=2)[CH2:24][CH2:23]1)[C:16]1[CH:17]=[CH:18][CH:19]=[CH:20][CH:21]=1, predict the reactants needed to synthesize it. The reactants are: [CH3:1][C:2]1[N:6]=[C:5]([CH3:7])[S:4][C:3]=1/[CH:8]=[CH:9]/[C:10](N(C)C)=O.[CH2:15]([N:22]1[CH2:27][CH2:26][N:25]([C:28]2[CH:33]=[CH:32][C:31]([NH:34][C:35]([NH2:37])=[NH:36])=[CH:30][CH:29]=2)[CH2:24][CH2:23]1)[C:16]1[CH:21]=[CH:20][CH:19]=[CH:18][CH:17]=1. (2) Given the product [O:29]1[CH2:28][CH:27]=[C:26]([C:9]2[CH2:18][CH2:17][C:12]3([O:13][CH2:14][CH2:15][O:16]3)[CH2:11][CH:10]=2)[CH2:31][CH2:30]1, predict the reactants needed to synthesize it. The reactants are: CC1(C)C(C)(C)OB([C:9]2[CH2:18][CH2:17][C:12]3([O:16][CH2:15][CH2:14][O:13]3)[CH2:11][CH:10]=2)O1.FC(F)(F)S(O[C:26]1[CH2:27][CH2:28][O:29][CH2:30][CH:31]=1)(=O)=O.C([O-])([O-])=O.[Na+].[Na+].